This data is from Reaction yield outcomes from USPTO patents with 853,638 reactions. The task is: Predict the reaction yield, written as a fraction of the theoretical maximum amount of product (1.0 means a 100% yield; for example, 0.34 means a 34% yield). (1) The reactants are [CH3:1][O:2][CH2:3][CH2:4]Br.[N+:6]([C:9]1[CH:10]=[C:11]([OH:15])[CH:12]=[CH:13][CH:14]=1)([O-:8])=[O:7].C(=O)([O-])[O-].[K+].[K+]. The catalyst is CN1CCCC1=O.O. The product is [CH3:1][O:2][CH2:3][CH2:4][O:15][C:11]1[CH:12]=[CH:13][CH:14]=[C:9]([N+:6]([O-:8])=[O:7])[CH:10]=1. The yield is 0.930. (2) The reactants are Br[C:2]1[S:6][C:5]([S:7]([NH:10][C:11]([CH3:14])([CH3:13])[CH3:12])(=[O:9])=[O:8])=[CH:4][CH:3]=1.[CH3:15][C:16]1([CH3:32])[C:20]([CH3:22])([CH3:21])[O:19][B:18]([B:18]2[O:19][C:20]([CH3:22])([CH3:21])[C:16]([CH3:32])([CH3:15])[O:17]2)[O:17]1.CC(O[K])=O. The catalyst is O1CCOCC1.C1C=CC(P(C2C=CC=CC=2)[C-]2C=CC=C2)=CC=1.C1C=CC(P(C2C=CC=CC=2)[C-]2C=CC=C2)=CC=1.Cl[Pd]Cl.[Fe+2]. The product is [C:11]([NH:10][S:7]([C:5]1[S:6][C:2]([B:18]2[O:19][C:20]([CH3:22])([CH3:21])[C:16]([CH3:32])([CH3:15])[O:17]2)=[CH:3][CH:4]=1)(=[O:9])=[O:8])([CH3:14])([CH3:13])[CH3:12]. The yield is 0.696. (3) The reactants are [F:1][C:2]([F:19])([F:18])[O:3][C:4]1[CH:9]=[CH:8][C:7]([C:10]2[N:14]=[C:13]([C:15]([O-:17])=O)[O:12][N:11]=2)=[CH:6][CH:5]=1.[Na+].CCN(C(C)C)C(C)C.CCN=C=NCCCN(C)C.Cl.C1C=CC2N(O)N=NC=2C=1.[NH2:52][CH:53]([CH3:64])[CH:54]([OH:63])[CH2:55][C:56]1[CH:61]=[CH:60][CH:59]=[C:58]([Br:62])[CH:57]=1. The catalyst is C(Cl)Cl. The product is [Br:62][C:58]1[CH:57]=[C:56]([CH2:55][CH:54]([OH:63])[CH:53]([NH:52][C:15]([C:13]2[O:12][N:11]=[C:10]([C:7]3[CH:6]=[CH:5][C:4]([O:3][C:2]([F:1])([F:19])[F:18])=[CH:9][CH:8]=3)[N:14]=2)=[O:17])[CH3:64])[CH:61]=[CH:60][CH:59]=1. The yield is 0.410. (4) The reactants are [CH2:1]([N:3]1[C:15]2[CH:14]=[CH:13][C:12]([NH2:16])=[CH:11][C:10]=2[C:9]2[C:4]1=[CH:5][CH:6]=[CH:7][CH:8]=2)[CH3:2].[C:17]([C:19]1[CH:20]=[C:21]([NH:25][C:26](=[O:34])[CH2:27][CH:28]([CH3:33])[CH2:29][C:30](O)=[O:31])[CH:22]=[CH:23][CH:24]=1)#[N:18].C1C=CC2N(O)N=NC=2C=1.CCN=C=NCCCN(C)C.C(=O)([O-])O.[Na+]. The catalyst is CN(C=O)C.C(OCC)(=O)C. The product is [C:17]([C:19]1[CH:20]=[C:21]([NH:25][C:26](=[O:34])[CH2:27][CH:28]([CH3:33])[CH2:29][C:30]([NH:16][C:12]2[CH:13]=[CH:14][C:15]3[N:3]([CH2:1][CH3:2])[C:4]4[C:9]([C:10]=3[CH:11]=2)=[CH:8][CH:7]=[CH:6][CH:5]=4)=[O:31])[CH:22]=[CH:23][CH:24]=1)#[N:18]. The yield is 0.645. (5) The reactants are [O:1]1[CH:5]=[CH:4][CH:3]=[C:2]1[C:6]1[C:11]([CH:12]=[CH2:13])=[C:10]([S:14][CH3:15])[N:9]=[C:8]([NH2:16])[N:7]=1.[H][H]. The catalyst is C(O)C.[Pd]. The product is [CH2:12]([C:11]1[C:6]([C:2]2[O:1][CH:5]=[CH:4][CH:3]=2)=[N:7][C:8]([NH2:16])=[N:9][C:10]=1[S:14][CH3:15])[CH3:13]. The yield is 0.300. (6) The reactants are [F:1][C:2]1[CH:3]=[C:4]([CH:7]=[CH:8][C:9]=1[N+:10]([O-:12])=[O:11])[CH:5]=O.[NH:13]1[CH2:18][CH2:17][CH:16]([C:19]([OH:22])([CH3:21])[CH3:20])[CH2:15][CH2:14]1.CC(O)=O.C(O[BH-](OC(=O)C)OC(=O)C)(=O)C.[Na+]. The catalyst is C(Cl)Cl. The product is [F:1][C:2]1[CH:3]=[C:4]([CH:7]=[CH:8][C:9]=1[N+:10]([O-:12])=[O:11])[CH2:5][N:13]1[CH2:18][CH2:17][CH:16]([C:19]([OH:22])([CH3:21])[CH3:20])[CH2:15][CH2:14]1. The yield is 0.860. (7) The reactants are [C:1]([O:5][C:6]([N:8](C)[C:9]1[CH:14]=[CH:13][C:12]([CH2:15][CH2:16][O:17]S(C2C=CC(C)=CC=2)(=O)=O)=[CH:11][CH:10]=1)=[O:7])([CH3:4])([CH3:3])[CH3:2].[CH3:29][O:30][C:31](=[O:46])[CH:32]([O:41][CH2:42][CH2:43][O:44][CH3:45])[CH2:33][C:34]1[CH:39]=[CH:38][C:37](O)=[CH:36][CH:35]=1.C(=O)([O-])[O-].[K+].[K+].O. The catalyst is C(#N)C. The product is [CH3:29][O:30][C:31](=[O:46])[CH:32]([O:41][CH2:42][CH2:43][O:44][CH3:45])[CH2:33][C:34]1[CH:35]=[CH:36][C:37]([O:17][CH2:16][CH2:15][C:12]2[CH:11]=[CH:10][C:9]([NH:8][C:6]([O:5][C:1]([CH3:2])([CH3:3])[CH3:4])=[O:7])=[CH:14][CH:13]=2)=[CH:38][CH:39]=1. The yield is 0.580. (8) The reactants are [NH2:1][C@H:2]([C:7]1[CH:12]=[CH:11][C:10]([Br:13])=[CH:9][CH:8]=1)[CH2:3][C:4](O)=[O:5].CO. The catalyst is C1COCC1. The product is [NH2:1][C@H:2]([C:7]1[CH:8]=[CH:9][C:10]([Br:13])=[CH:11][CH:12]=1)[CH2:3][CH2:4][OH:5]. The yield is 0.655. (9) The reactants are [NH2:1][C:2]1[CH:18]=[CH:17][CH:16]=[C:15]([S:19][C:20]2[CH:25]=[CH:24][C:23]([N+:26]([O-:28])=[O:27])=[CH:22][CH:21]=2)[C:3]=1[C:4]([NH:6][C:7]1[CH:12]=[CH:11][CH:10]=[CH:9][C:8]=1[O:13][CH3:14])=[O:5].[C:29]1([S:35](Cl)(=[O:37])=[O:36])[CH:34]=[CH:33][CH:32]=[CH:31][CH:30]=1. The catalyst is N1C=CC=CC=1. The product is [CH3:14][O:13][C:8]1[CH:9]=[CH:10][CH:11]=[CH:12][C:7]=1[NH:6][C:4](=[O:5])[C:3]1[C:2]([NH:1][S:35]([C:29]2[CH:34]=[CH:33][CH:32]=[CH:31][CH:30]=2)(=[O:37])=[O:36])=[CH:18][CH:17]=[CH:16][C:15]=1[S:19][C:20]1[CH:21]=[CH:22][C:23]([N+:26]([O-:28])=[O:27])=[CH:24][CH:25]=1. The yield is 0.670.